This data is from Forward reaction prediction with 1.9M reactions from USPTO patents (1976-2016). The task is: Predict the product of the given reaction. (1) Given the reactants FC(F)(F)S(O[C:7]1[CH:16]=[CH:15][C:14]2[C:13](=[O:17])[CH2:12][CH2:11][CH2:10][C:9]=2[CH:8]=1)(=O)=O.[O:20]1[CH2:25][CH:24]=[C:23](B2OC(C)(C)C(C)(C)O2)[CH2:22][CH2:21]1.C(Cl)Cl.C([O-])(O)=O.[Na+], predict the reaction product. The product is: [O:20]1[CH2:21][CH:22]=[C:23]([C:7]2[CH:8]=[C:9]3[C:14](=[CH:15][CH:16]=2)[C:13](=[O:17])[CH2:12][CH2:11][CH2:10]3)[CH2:24][CH2:25]1. (2) Given the reactants [OH:1][C:2]1[CH:10]=[CH:9][C:5]([CH2:6][C:7]#[N:8])=[CH:4][CH:3]=1.[CH3:11][O:12][CH2:13][CH2:14][O:15][CH2:16]Cl.[CH3:18][O:19][C:20]1[CH:21]=[C:22]([CH:25]=[CH:26][C:27]=1[O:28][CH3:29])[CH:23]=O, predict the reaction product. The product is: [CH3:18][O:19][C:20]1[CH:21]=[C:22](/[CH:23]=[C:6](/[C:5]2[CH:9]=[CH:10][C:2]([O:1][CH2:11][O:12][CH2:13][CH2:14][O:15][CH3:16])=[CH:3][CH:4]=2)\[C:7]#[N:8])[CH:25]=[CH:26][C:27]=1[O:28][CH3:29].